This data is from Peptide-MHC class II binding affinity with 134,281 pairs from IEDB. The task is: Regression. Given a peptide amino acid sequence and an MHC pseudo amino acid sequence, predict their binding affinity value. This is MHC class II binding data. (1) The peptide sequence is KLTITGKGTLDGQGK. The MHC is DRB1_0301 with pseudo-sequence DRB1_0301. The binding affinity (normalized) is 0.0640. (2) The peptide sequence is NVWEVKSSKPLVGPF. The MHC is HLA-DQA10501-DQB10301 with pseudo-sequence HLA-DQA10501-DQB10301. The binding affinity (normalized) is 0.735.